Predict the product of the given reaction. From a dataset of Forward reaction prediction with 1.9M reactions from USPTO patents (1976-2016). (1) Given the reactants C[O:2][C:3]1[C:8]([C:9]2[CH:14]=[CH:13][C:12]([O:15][C:16]3[CH:21]=[CH:20][N:19]=[C:18]([C:22]4[CH:23]=[N:24][N:25]([CH3:27])[CH:26]=4)[CH:17]=3)=[C:11]([CH3:28])[N:10]=2)=[CH:7][N:6]=[C:5]([NH:29][CH3:30])[N:4]=1.Br, predict the reaction product. The product is: [CH3:28][C:11]1[N:10]=[C:9]([C:8]2[C:3](=[O:2])[NH:4][C:5]([NH:29][CH3:30])=[N:6][CH:7]=2)[CH:14]=[CH:13][C:12]=1[O:15][C:16]1[CH:21]=[CH:20][N:19]=[C:18]([C:22]2[CH:23]=[N:24][N:25]([CH3:27])[CH:26]=2)[CH:17]=1. (2) The product is: [C:3]([O:7][C:8]([N:10]1[CH2:16][CH2:15][C:14]2[C:17]([O:22][CH2:28][C:27]3[CH:30]=[CH:31][C:24]([F:23])=[CH:25][CH:26]=3)=[C:18]([Cl:21])[CH:19]=[CH:20][C:13]=2[CH2:12][CH2:11]1)=[O:9])([CH3:6])([CH3:4])[CH3:5]. Given the reactants [H-].[Na+].[C:3]([O:7][C:8]([N:10]1[CH2:16][CH2:15][C:14]2[C:17]([OH:22])=[C:18]([Cl:21])[CH:19]=[CH:20][C:13]=2[CH2:12][CH2:11]1)=[O:9])([CH3:6])([CH3:5])[CH3:4].[F:23][C:24]1[CH:31]=[CH:30][C:27]([CH2:28]Br)=[CH:26][CH:25]=1, predict the reaction product. (3) Given the reactants [CH3:1][O:2][C:3]1[N:8]=[C:7]([NH:9][CH2:10][CH2:11][N:12]2[CH2:17][CH2:16][CH:15]([NH:18][C:19](=[O:25])[O:20][C:21]([CH3:24])([CH3:23])[CH3:22])[CH2:14][CH2:13]2)[C:6]([N+:26]([O-])=O)=[CH:5][CH:4]=1, predict the reaction product. The product is: [NH2:26][C:6]1[C:7]([NH:9][CH2:10][CH2:11][N:12]2[CH2:13][CH2:14][CH:15]([NH:18][C:19](=[O:25])[O:20][C:21]([CH3:23])([CH3:22])[CH3:24])[CH2:16][CH2:17]2)=[N:8][C:3]([O:2][CH3:1])=[CH:4][CH:5]=1. (4) Given the reactants [F:1][C:2]1[C:7]([F:8])=[CH:6][CH:5]=[CH:4][C:3]=1[CH2:9][C:10]([OH:12])=[O:11].C1C(=O)N([Br:20])C(=O)C1.C(OOC(=O)C1C=CC=CC=1)(=O)C1C=CC=CC=1, predict the reaction product. The product is: [Br:20][CH:9]([C:3]1[CH:4]=[CH:5][CH:6]=[C:7]([F:8])[C:2]=1[F:1])[C:10]([OH:12])=[O:11]. (5) Given the reactants [CH3:1][O:2][C:3]1[CH:15]=[CH:14][C:13]([N+:16]([O-])=O)=[CH:12][C:4]=1[CH2:5][N:6]1[CH2:11][CH2:10][O:9][CH2:8][CH2:7]1.C(O)C.O.NN, predict the reaction product. The product is: [CH3:1][O:2][C:3]1[CH:15]=[CH:14][C:13]([NH2:16])=[CH:12][C:4]=1[CH2:5][N:6]1[CH2:11][CH2:10][O:9][CH2:8][CH2:7]1.